Dataset: Full USPTO retrosynthesis dataset with 1.9M reactions from patents (1976-2016). Task: Predict the reactants needed to synthesize the given product. (1) The reactants are: [C:1]([O:5][C:6](=[O:33])[NH:7][CH:8]([C:28]1[NH:29][CH:30]=[CH:31][N:32]=1)[CH2:9][C:10]1[CH:18]=[C:17]([CH3:19])[C:16]2[C:12](=[CH:13][N:14]([CH2:20][O:21][CH2:22][CH2:23][Si:24]([CH3:27])([CH3:26])[CH3:25])[N:15]=2)[CH:11]=1)([CH3:4])([CH3:3])[CH3:2].[F:34][C:35]1[CH:42]=[CH:41][CH:40]=[CH:39][C:36]=1[CH2:37]Br.C(=O)([O-])[O-].[K+].[K+]. Given the product [F:34][C:35]1[CH:42]=[CH:41][CH:40]=[CH:39][C:36]=1[CH2:37][N:32]1[CH:31]=[CH:30][N:29]=[C:28]1[CH:8]([NH:7][C:6](=[O:33])[O:5][C:1]([CH3:4])([CH3:2])[CH3:3])[CH2:9][C:10]1[CH:18]=[C:17]([CH3:19])[C:16]2[C:12](=[CH:13][N:14]([CH2:20][O:21][CH2:22][CH2:23][Si:24]([CH3:25])([CH3:27])[CH3:26])[N:15]=2)[CH:11]=1, predict the reactants needed to synthesize it. (2) Given the product [C:1]1([C:22]2[CH:27]=[CH:26][CH:25]=[CH:24][CH:23]=2)[C:2]([C:7]([C:9]2[NH:10][C:11]3[C:16]([C:17]=2[CH2:18][C:19]([OH:21])=[O:20])=[CH:15][C:14]([Br:28])=[CH:13][CH:12]=3)=[O:8])=[CH:3][CH:4]=[CH:5][CH:6]=1, predict the reactants needed to synthesize it. The reactants are: [C:1]1([C:22]2[CH:27]=[CH:26][CH:25]=[CH:24][CH:23]=2)[C:2]([C:7]([C:9]2[NH:10][C:11]3[C:16]([C:17]=2[CH2:18][C:19]([OH:21])=[O:20])=[CH:15][CH:14]=[CH:13][CH:12]=3)=[O:8])=[CH:3][CH:4]=[CH:5][CH:6]=1.[Br:28]Br.O. (3) Given the product [OH:6][CH2:7][CH2:8][N:9]([CH2:42][CH2:43][OH:44])[C:10]1[CH:11]=[C:12]([N:16]2[C:20]([NH:21][C:22]([NH:24][C:25]3[CH:30]=[CH:29][C:28]([O:31][C:32]4[CH:33]=[CH:34][N:35]=[CH:36][CH:37]=4)=[CH:27][CH:26]=3)=[O:23])=[CH:19][C:18]([C:38]([CH3:39])([CH3:40])[CH3:41])=[N:17]2)[CH:13]=[CH:14][CH:15]=1, predict the reactants needed to synthesize it. The reactants are: C([Si](C)(C)[O:6][CH2:7][CH2:8][N:9]([CH2:42][CH2:43][O:44][Si](C)(C)C(C)(C)C)[C:10]1[CH:11]=[C:12]([N:16]2[C:20]([NH:21][C:22]([NH:24][C:25]3[CH:30]=[CH:29][C:28]([O:31][C:32]4[CH:37]=[CH:36][N:35]=[CH:34][CH:33]=4)=[CH:27][CH:26]=3)=[O:23])=[CH:19][C:18]([C:38]([CH3:41])([CH3:40])[CH3:39])=[N:17]2)[CH:13]=[CH:14][CH:15]=1)(C)(C)C.C(O)(C(F)(F)F)=O.C([O-])(O)=O.[Na+]. (4) Given the product [O:21]1[C:25]2[CH:26]=[CH:27][C:28]([CH2:30][NH:31][C:15]([CH2:14][O:13][C:10]3[CH:9]=[CH:8][C:7]([CH2:6][C@H:5]([O:18][CH3:19])[C:4]([OH:3])=[O:20])=[CH:12][CH:11]=3)=[O:17])=[CH:29][C:24]=2[O:23][CH2:22]1, predict the reactants needed to synthesize it. The reactants are: C([O:3][C:4](=[O:20])[C@@H:5]([O:18][CH3:19])[CH2:6][C:7]1[CH:12]=[CH:11][C:10]([O:13][CH2:14][C:15]([OH:17])=O)=[CH:9][CH:8]=1)C.[O:21]1[C:25]2[CH:26]=[CH:27][C:28]([CH2:30][NH2:31])=[CH:29][C:24]=2[O:23][CH2:22]1.C(O[C@@H](CC1C=CC(O[C@@H](C(=O)NCCC2C=CC(OC3C=CC=CC=3)=CC=2)C)=CC=1)C(O)=O)C.